From a dataset of Reaction yield outcomes from USPTO patents with 853,638 reactions. Predict the reaction yield, written as a fraction of the theoretical maximum amount of product (1.0 means a 100% yield; for example, 0.34 means a 34% yield). The reactants are [O:1]1[CH2:6][CH2:5][CH:4]([OH:7])[CH2:3][CH2:2]1.[H-].[Na+].[F:10][C:11]([F:39])([F:38])[C:12]1[CH:13]=[C:14]([CH:35]=[CH:36][CH:37]=1)[CH2:15][NH:16][C:17](=[O:34])[C:18]1[CH:23]=[CH:22][N:21]=[C:20]([C:24]2[CH:29]=[C:28](F)[CH:27]=[CH:26][C:25]=2[N+:31]([O-:33])=[O:32])[CH:19]=1. The catalyst is CN(C)C=O.C(OCC)(=O)C. The product is [F:38][C:11]([F:10])([F:39])[C:12]1[CH:13]=[C:14]([CH:35]=[CH:36][CH:37]=1)[CH2:15][NH:16][C:17](=[O:34])[C:18]1[CH:23]=[CH:22][N:21]=[C:20]([C:24]2[CH:29]=[C:28]([O:7][CH:4]3[CH2:5][CH2:6][O:1][CH2:2][CH2:3]3)[CH:27]=[CH:26][C:25]=2[N+:31]([O-:33])=[O:32])[CH:19]=1. The yield is 0.970.